The task is: Predict which catalyst facilitates the given reaction.. This data is from Catalyst prediction with 721,799 reactions and 888 catalyst types from USPTO. (1) Reactant: Cl[C:2]1[N:7]=[C:6]([NH:8][CH2:9][C:10]2[CH:11]=[CH:12][C:13]([O:18][C:19]3[CH:24]=[CH:23][C:22]([Cl:25])=[C:21]([C:26]([F:29])([F:28])[F:27])[CH:20]=3)=[C:14]([CH:17]=2)[C:15]#[N:16])[CH:5]=[CH:4][N:3]=1.C1N2CCN(CC2)C1.C(=O)([O-])[O-:39].[K+].[K+].O1CCOCC1. Product: [Cl:25][C:22]1[CH:23]=[CH:24][C:19]([O:18][C:13]2[CH:12]=[CH:11][C:10]([CH2:9][NH:8][C:6]3[CH:5]=[CH:4][NH:3][C:2](=[O:39])[N:7]=3)=[CH:17][C:14]=2[C:15]#[N:16])=[CH:20][C:21]=1[C:26]([F:29])([F:28])[F:27]. The catalyst class is: 6. (2) Reactant: [F:1][C:2]1[C:3]([C:22]([OH:24])=O)=[N:4][CH:5]=[CH:6][C:7]=1[S:8][C:9]1[S:13][C:12]([NH:14][C:15]2[CH:20]=[C:19]([CH3:21])[CH:18]=[CH:17][N:16]=2)=[N:11][CH:10]=1.[NH2:25][CH2:26][C:27]1([C:40]2[CH:45]=[CH:44][N:43]=[CH:42][CH:41]=2)[CH2:32][CH2:31][N:30]([C:33]([O:35][C:36]([CH3:39])([CH3:38])[CH3:37])=[O:34])[CH2:29][CH2:28]1.CCN=C=NCCCN(C)C.C1C=CC2N(O)N=NC=2C=1.C(N(C(C)C)CC)(C)C. Product: [F:1][C:2]1[C:3]([C:22]([NH:25][CH2:26][C:27]2([C:40]3[CH:41]=[CH:42][N:43]=[CH:44][CH:45]=3)[CH2:28][CH2:29][N:30]([C:33]([O:35][C:36]([CH3:38])([CH3:39])[CH3:37])=[O:34])[CH2:31][CH2:32]2)=[O:24])=[N:4][CH:5]=[CH:6][C:7]=1[S:8][C:9]1[S:13][C:12]([NH:14][C:15]2[CH:20]=[C:19]([CH3:21])[CH:18]=[CH:17][N:16]=2)=[N:11][CH:10]=1. The catalyst class is: 37. (3) Reactant: [H-].[Na+].Cl[CH2:4][CH2:5][S:6](Cl)(=[O:8])=[O:7].[F:10][C:11]([C:14]1[CH:15]=[C:16]([CH:31]=[CH:32][CH:33]=1)[O:17][C:18]1[CH:23]=[CH:22][C:21]([C:24]2[C:25]([NH2:30])=[N:26][CH:27]=[CH:28][CH:29]=2)=[CH:20][CH:19]=1)([F:13])[CH3:12]. Product: [F:10][C:11]([C:14]1[CH:15]=[C:16]([CH:31]=[CH:32][CH:33]=1)[O:17][C:18]1[CH:19]=[CH:20][C:21]([C:24]2[C:25]3=[N:30][S:6](=[O:8])(=[O:7])[CH2:5][CH2:4][N:26]3[CH:27]=[CH:28][CH:29]=2)=[CH:22][CH:23]=1)([F:13])[CH3:12]. The catalyst class is: 1.